Dataset: Full USPTO retrosynthesis dataset with 1.9M reactions from patents (1976-2016). Task: Predict the reactants needed to synthesize the given product. Given the product [CH2:66]([N:73]1[CH2:77][CH2:76][C@@H:75]([NH:78][C:26](=[O:28])[C:25]2[CH:29]=[CH:30][C:22]([NH:21][C:19]3[N:18]=[CH:17][C:8]4[N:9]([CH3:16])[C:10](=[O:15])[C:11]([F:14])([F:13])[CH2:12][N:6]([CH:1]5[CH2:2][CH2:3][CH2:4][CH2:5]5)[C:7]=4[N:20]=3)=[C:23]([O:31][CH3:32])[CH:24]=2)[CH2:74]1)[C:67]1[CH:68]=[CH:69][CH:70]=[CH:71][CH:72]=1, predict the reactants needed to synthesize it. The reactants are: [CH:1]1([N:6]2[CH2:12][C:11]([F:14])([F:13])[C:10](=[O:15])[N:9]([CH3:16])[C:8]3[CH:17]=[N:18][C:19]([NH:21][C:22]4[CH:30]=[CH:29][C:25]([C:26]([OH:28])=O)=[CH:24][C:23]=4[O:31][CH3:32])=[N:20][C:7]2=3)[CH2:5][CH2:4][CH2:3][CH2:2]1.F[P-](F)(F)(F)(F)F.CN(C(N(C)C)=[N+]1C2C(=NC=CC=2)[N+]([O-])=N1)C.C(N(C(C)C)C(C)C)C.[CH2:66]([N:73]1[CH2:77][CH2:76][C@@H:75]([NH2:78])[CH2:74]1)[C:67]1[CH:72]=[CH:71][CH:70]=[CH:69][CH:68]=1.